Dataset: Experimentally validated miRNA-target interactions with 360,000+ pairs, plus equal number of negative samples. Task: Binary Classification. Given a miRNA mature sequence and a target amino acid sequence, predict their likelihood of interaction. (1) The miRNA is hsa-miR-376b-5p with sequence CGUGGAUAUUCCUUCUAUGUUU. The protein sequence of the target gene is MLPAGCSRRLVAELQGALDACAQRQLQLEQSLRVCRRLLHAWEPTGTRALKPPPGPETNGEDPLPACTPSPQDLKELEFLTQALEKAVRVRRGITKAGERDKAPSLKSRSIVTSSGTTASAPPHSPGQAGGHASDTRPTKGLRQTTVPAKGHPERRLLSVGDGTRVGMGARTPRPGAGLRDQQMAPSAAPQAPEAFTLKEKGHLLRLPAAFRKAASQNSSLWAQLSSTQTSDSTDAAAAKTQFLQNMQTASGGPQPRLSAVEVEAEAGRLRKACSLLRLRMREELSAAPMDWMQEYRCLL.... Result: 0 (no interaction). (2) The miRNA is hsa-miR-548ad-3p with sequence GAAAACGACAAUGACUUUUGCA. The protein sequence of the target gene is MPVHTLSPGAPSAPALPCRLRTRVPGYLLRGPADGGARKPSAVERLEADKAKYVKSLHVANTRQEPVQPLLSKQPLFSPETRRTVLTPSRRALPGPCRRPQLDLDILSSLIDLCDSPVSPAEASRTPGRAEGAGRPPPATPPRPPPSTSAVRRVDVRPLPASPARPCPSPGPAAASSPARPPGLQRSKSDLSERFSRAAADLERFFNFCGLDPEEARGLGVAHLARASSDIVSLAGPSAGPGSSEGGCSRRSSVTVEERARERVPYGVSVVERNARVIKWLYGLRQARESPAAEG. Result: 0 (no interaction). (3) The miRNA is hsa-miR-3124-5p with sequence UUCGCGGGCGAAGGCAAAGUC. The protein sequence of the target gene is MVHQVLYRALVSTKWLAESIRSGRLGPSLRVLDASWYSPGTRQARKEYQERHVPGASFFDIEECRDTTSPYEMMLPSEAHFGDYVGNLGISNDTHVVVYDGDDLGSFYAPRVWWMFRVFGHRTVSVLNGGFRNWLKEGHPVTSEPSRPEPAVFKATLNLSLLKTYEQVLENLQSKRFQLVDSRAQGRYLGTQPEPDIVGLDSGHIRGSVNMPFMDFLTKDGFEKSPEELRAIFQDKKVDLSQPLIATCRKGVTACHVALAAYLCGKPDVAVYDGSWSEWFRRAPPETRVSQGKSGKA. Result: 0 (no interaction). (4) Result: 0 (no interaction). The protein sequence of the target gene is MECPHLSSSVCIAPDSAKFPNGSPSSWCCSVCRSNKSPWVCLTCSSVHCGRYVNGHAKKHYEDAQIPLLNHKRSEKQEKAQHTVCMDCSSYSTYCYRCDDFVVNDTKLGLVQKVREHLQNLENSAFTADRHRKRKLLENSSLNSKLLKVNGSTTAICATGLRNLGNTCFMNAILQSLSNIEQFCCYFKELPAVELRNGKTAGRRTYHTRSQGDSNVSLVEEFRKTLCALWQGSQTAFSPESLFYVVWKIMPNFRGYQQQDAHEFMRYLLDHLHLELQGGFNGVSRSAILQENSTLSASNK.... The miRNA is mmu-miR-876-5p with sequence UGGAUUUCUCUGUGAAUCACUA. (5) The miRNA is hsa-miR-302b-3p with sequence UAAGUGCUUCCAUGUUUUAGUAG. The protein sequence of the target gene is MKGALGSPVAAAGAAMQESFGCVVANRFHQLLDDESDPFDILREAERRRQQQLQRKRRDEAAAAAGAGPRGGRSPAGASGHRAGAGGRRESQKERKSLPAPVAQRPDSPGGGLQAPGQKRTPRRGEQQGWNDSRGPEGMLERAERRSYREYRPYETERQADFTAEKFPDEKPGDRFDRDRPLRGRGGPRGGMRGRGRGGPGNRVFDAFDQRGKREFERYGGNDKIAVRTEDNMGGCGVRTWGSGKDTSDVEPTAPMEEPTVVEESQGTPEEESPAKVPELEVEEETQVQEMTLDEWKNLQ.... Result: 1 (interaction). (6) The miRNA is hsa-miR-1233-3p with sequence UGAGCCCUGUCCUCCCGCAG. The protein sequence of the target gene is MVHAFLIHTLRAPNTEDTGLCRVLYSCVFGAEKSPDDPRPHGAERDRLLRKEQILAVARQVESMCRLQQQASGRPPMDLQPQSSDEQVPLHEAPRGAFRLAAENPFQEPRTVVWLGVLSLGFALVLDAHENLLLAEGTLRLLTRLLLDHLRLLAPSTSLLLRADRIEGILTRFLPHGQLLFLNDQFVQGLEKEFSAAWPR. Result: 1 (interaction). (7) The protein sequence of the target gene is MSSSPVNVKKLKVSELKEELKKRRLSDKGLKADLMDRLQAALDNEAGGRPAMEPGNGSLDLGGDAAGRSGAGLEQEAAAGAEDDEEEEGIAALDGDQMELGEENGAAGAADAGAMEEEEAASEDENGDDQGFQEGEDELGDEEEGAGDENGHGEQQSQPPAAAAQQQPSQQRGAGKEAAGKSSGPTSLFAVTVAPPGARQGQQQAGGDGKTEQKGGDKKRGVKRPREDHGRGYFEYIEENKYSRAKSPQPPVEEEDEHFDDTVVCLDTYNCDLHFKISRDRLSASSLTMESFAFLWAGGR.... The miRNA is mmu-miR-3113-5p with sequence GUCCUGGCCCUGGUCCGGGUCC. Result: 0 (no interaction). (8) The miRNA is hsa-miR-1272 with sequence GAUGAUGAUGGCAGCAAAUUCUGAAA. The protein sequence of the target gene is MTANRLAESLLALSQQEELADLPKDYLLSESEDEGDNDGERKHQKLLEAISSLDGKNRRKLAERSEASLKVSEFNVSSEGSGEKLVLADLLEPVKTSSSLATVKKQLSRVKSKKTVELPLNKEEIERIHREVAFNKTAQVLSKWDPVVLKNRQAEQLVFPLEKEEPAIAPIEHVLSGWKARTPLEQEIFNLLHKNKQPVTDPLLTPVEKASLRAMSLEEAKMRRAELQRARALQSYYEAKARREKKIKSKKYHKVVKKGKAKKALKEFEQLRKVNPAAALEELEKIEKARMMERMSLKHQ.... Result: 0 (no interaction). (9) The miRNA is mmu-miR-874-3p with sequence CUGCCCUGGCCCGAGGGACCGA. The protein sequence of the target gene is MSRIYQDSALRNKAVQSARLPGTWDPATHQGGNGILLEGELVDVSRHSILDAHGRKERYYVLYIQPSCIHRRKFDPKGNEIEPNFSATRKVNTGFLMSSYKVEAKGDTDRLTLEALKSLVNKPQLLELTESLTPDQAVAFWMPESEMEVMELELGTGVRLKTRGDGPFIDSLAKLELGTVTKCNFAGDGKTGASWTDNIMAQKSSERNTAEIREQGDGAEDEEWDD. Result: 1 (interaction). (10) The miRNA is hsa-miR-552-5p with sequence GUUUAACCUUUUGCCUGUUGG. The protein sequence of the target gene is MPLEQRSQHCKPEEGLEAQGEALGLVGAQAPATEEQETASSSSTLVEVTLREVPAAESPSPPHSPQGASTLPTTINYTLWSQSDEGSSNEEQEGPSTFPDLETSFQVALSRKMAELVHFLLLKYRAREPFTKAEMLGSVIRNFQDFFPVIFSKASEYLQLVFGIEVVEVVRIGHLYILVTCLGLSYDGLLGDNQIVPKTGLLIIVLAIIAKEGDCAPEEKIWEELSVLEASDGREDSVFAHPRKLLTQDLVQENYLEYRQVPGSDPACYEFLWGPRALVETSYVKVLHHLLKISGGPHIS.... Result: 1 (interaction).